From a dataset of Catalyst prediction with 721,799 reactions and 888 catalyst types from USPTO. Predict which catalyst facilitates the given reaction. (1) Reactant: [Cl:1][C:2]1[CH:3]=[C:4]([C:11]2[CH:16]=[C:15]([Cl:17])[CH:14]=[CH:13][C:12]=2[O:18][CH2:19][C:20]([O:22]C(C)(C)C)=[O:21])[CH:5]=[CH:6][C:7]=1[S:8]([CH3:10])=[O:9]. Product: [Cl:1][C:2]1[CH:3]=[C:4]([C:11]2[CH:16]=[C:15]([Cl:17])[CH:14]=[CH:13][C:12]=2[O:18][CH2:19][C:20]([OH:22])=[O:21])[CH:5]=[CH:6][C:7]=1[S:8]([CH3:10])=[O:9]. The catalyst class is: 67. (2) Reactant: [H-].[Na+].CS(C)=O.Cl.[NH2:8][C:9]1[CH:14]=[CH:13][C:12]([OH:15])=[C:11]([CH3:16])[C:10]=1[CH3:17].Cl[C:19]1[C:28]2[C:23](=[CH:24][C:25]([O:31][CH3:32])=[C:26]([O:29][CH3:30])[CH:27]=2)[N:22]=[CH:21][CH:20]=1. Product: [CH3:30][O:29][C:26]1[CH:27]=[C:28]2[C:23](=[CH:24][C:25]=1[O:31][CH3:32])[N:22]=[CH:21][CH:20]=[C:19]2[O:15][C:12]1[CH:13]=[CH:14][C:9]([NH2:8])=[C:10]([CH3:17])[C:11]=1[CH3:16]. The catalyst class is: 6. (3) Product: [CH2:1]([C:4]1[CH:9]=[CH:8][CH:7]=[CH:6][C:5]=1[CH2:10][C:11]([N:32]1[C@H:33]([CH3:15])[CH2:34][CH2:35][C@H:30]1[CH3:31])=[O:13])[CH:2]=[CH2:3]. Reactant: [CH2:1]([C:4]1[CH:9]=[CH:8][CH:7]=[CH:6][C:5]=1[CH2:10][C:11]([OH:13])=O)[CH:2]=[CH2:3].Cl.[CH3:15]N(C)CCCN=C=NCC.ON1[C:31]2[N:32]=[CH:33][CH:34]=[CH:35][C:30]=2N=N1.C(N(CC)CC)C. The catalyst class is: 35.